From a dataset of Full USPTO retrosynthesis dataset with 1.9M reactions from patents (1976-2016). Predict the reactants needed to synthesize the given product. (1) Given the product [CH3:24][C@@H:25]1[CH2:26][N:27]([C:2]2[CH:3]=[CH:4][C:5]3[N:11]4[CH2:12][C@H:8]([CH2:9][CH2:10]4)[N:7]([C:13]([NH:15][C:16]4[CH:21]=[N:20][CH:19]=[CH:18][N:17]=4)=[O:14])[C:6]=3[N:22]=2)[CH2:28][CH2:29][O:30]1, predict the reactants needed to synthesize it. The reactants are: Cl[C:2]1[CH:3]=[CH:4][C:5]2[N:11]3[CH2:12][C@H:8]([CH2:9][CH2:10]3)[N:7]([C:13]([NH:15][C:16]3[CH:21]=[N:20][CH:19]=[CH:18][N:17]=3)=[O:14])[C:6]=2[N:22]=1.Cl.[CH3:24][C@H:25]1[O:30][CH2:29][CH2:28][NH:27][CH2:26]1.C([O-])([O-])=O.[Cs+].[Cs+].C1(P(C2CCCCC2)C2C=CC=CC=2C2C(C(C)C)=CC(C(C)C)=CC=2C(C)C)CCCCC1. (2) Given the product [CH3:3][O:4][CH2:5][CH2:6][O:7][CH2:9][C:10]1[CH:18]=[CH:17][C:13]([C:14]([OH:16])=[O:15])=[CH:12][C:11]=1[N+:19]([O-:21])=[O:20], predict the reactants needed to synthesize it. The reactants are: [H-].[Na+].[CH3:3][O:4][CH2:5][CH2:6][OH:7].Br[CH2:9][C:10]1[CH:18]=[CH:17][C:13]([C:14]([OH:16])=[O:15])=[CH:12][C:11]=1[N+:19]([O-:21])=[O:20].Cl. (3) Given the product [F:1][C:2]1[CH:16]=[CH:15][CH:14]=[CH:13][C:3]=1[O:4][C:5]1[CH:12]=[CH:11][C:8]([CH2:9][CH2:20][N+:17]([O-:19])=[O:18])=[CH:7][CH:6]=1, predict the reactants needed to synthesize it. The reactants are: [F:1][C:2]1[CH:16]=[CH:15][CH:14]=[CH:13][C:3]=1[O:4][C:5]1[CH:12]=[CH:11][C:8]([CH:9]=O)=[CH:7][CH:6]=1.[N+:17]([CH3:20])([O-:19])=[O:18].C([O-])(=O)C.[NH4+].[BH4-].[Na+]. (4) Given the product [F:37][C:4]([F:36])([F:3])[O:5][C:6]1[CH:11]=[CH:10][C:9](/[CH:12]=[CH:13]/[C:14]2[O:15][CH:16]=[C:17]([CH2:19][O:20][C:21]3[CH:26]=[CH:25][C:24]([CH2:27][CH2:28][CH2:29][CH2:30][C:31]4[CH:35]=[N:34][N:33]([CH2:39][CH2:40][CH2:41][OH:42])[N:32]=4)=[CH:23][CH:22]=3)[N:18]=2)=[CH:8][CH:7]=1, predict the reactants needed to synthesize it. The reactants are: [H-].[Na+].[F:3][C:4]([F:37])([F:36])[O:5][C:6]1[CH:11]=[CH:10][C:9](/[CH:12]=[CH:13]/[C:14]2[O:15][CH:16]=[C:17]([CH2:19][O:20][C:21]3[CH:26]=[CH:25][C:24]([CH2:27][CH2:28][CH2:29][CH2:30][C:31]4[N:32]=[N:33][NH:34][CH:35]=4)=[CH:23][CH:22]=3)[N:18]=2)=[CH:8][CH:7]=1.Br[CH2:39][CH2:40][CH2:41][OH:42]. (5) Given the product [Cl:19][C:20]1[N:29]=[C:4]([CH2:5][C:6]([O:8][CH2:9][CH3:10])=[O:7])[C:11]2[C:22](=[CH:23][CH:24]=[C:25]([F:31])[CH:26]=2)[N:21]=1, predict the reactants needed to synthesize it. The reactants are: [H-].[Na+].O=[C:4]([CH3:11])[CH2:5][C:6]([O:8][CH2:9][CH3:10])=[O:7].C1(C)C=CC=CC=1.[Cl:19][C:20]1[N:29]=C(Cl)C2[C:22](=[CH:23][CH:24]=[C:25]([F:31])[CH:26]=2)[N:21]=1. (6) Given the product [ClH:14].[NH2:18][CH2:19][C@@H:15]([C:9]1[CH:10]=[C:11]([Cl:6])[CH:12]=[CH:13][C:8]=1[CH:21]([OH:22])[C:23]1[CH:24]=[C:25]([CH:30]=[CH:31][CH:32]=1)[C:26]([OH:28])=[O:27])[CH2:16][C:17]([OH:20])=[O:36], predict the reactants needed to synthesize it. The reactants are: BrCCBr.[Li+].[Cl-:6].I[C:8]1[CH:13]=[C:12]([Cl:14])[CH:11]=[CH:10][C:9]=1[C@@H:15]1[CH2:19][NH:18][C:17](=[O:20])[CH2:16]1.[CH:21]([C:23]1[CH:24]=[C:25]([CH:30]=[CH:31][CH:32]=1)[C:26]([O:28]C)=[O:27])=[O:22].C1C[O:36]CC1. (7) Given the product [C:7]([C:12]1[CH:13]=[CH:14][C:15]([CH2:18][OH:19])=[CH:16][CH:17]=1)(=[O:8])[C:1]1[CH:2]=[CH:3][CH:4]=[CH:5][CH:6]=1, predict the reactants needed to synthesize it. The reactants are: [C:1]1([C:7]2([C:12]3[CH:17]=[CH:16][C:15]([CH2:18][OH:19])=[CH:14][CH:13]=3)OCC[O:8]2)[CH:6]=[CH:5][CH:4]=[CH:3][CH:2]=1. (8) Given the product [Br:1][C:2]1[CH:3]=[CH:4][C:5]([O:9][CH3:10])=[C:6]([NH:7][C:11](=[O:12])[O:13][C:14]([CH3:17])([CH3:16])[CH3:15])[CH:8]=1, predict the reactants needed to synthesize it. The reactants are: [Br:1][C:2]1[CH:3]=[CH:4][C:5]([O:9][CH3:10])=[C:6]([CH:8]=1)[NH2:7].[C:11](O[C:11]([O:13][C:14]([CH3:17])([CH3:16])[CH3:15])=[O:12])([O:13][C:14]([CH3:17])([CH3:16])[CH3:15])=[O:12]. (9) Given the product [C:1]([C:3]1[C:4]([N:15]2[CH2:20][CH2:19][N:18]([C:31]([NH:30][S:27]([C:21]3[CH:22]=[CH:23][CH:24]=[CH:25][CH:26]=3)(=[O:29])=[O:28])=[O:32])[CH2:17][CH2:16]2)=[N:5][C:6]([CH3:14])=[C:7]([CH:13]=1)[C:8]([O:10][CH2:11][CH3:12])=[O:9])#[N:2], predict the reactants needed to synthesize it. The reactants are: [C:1]([C:3]1[C:4]([N:15]2[CH2:20][CH2:19][NH:18][CH2:17][CH2:16]2)=[N:5][C:6]([CH3:14])=[C:7]([CH:13]=1)[C:8]([O:10][CH2:11][CH3:12])=[O:9])#[N:2].[C:21]1([S:27]([N:30]=[C:31]=[O:32])(=[O:29])=[O:28])[CH:26]=[CH:25][CH:24]=[CH:23][CH:22]=1.C1(C)C=CC=CC=1.